This data is from Forward reaction prediction with 1.9M reactions from USPTO patents (1976-2016). The task is: Predict the product of the given reaction. (1) Given the reactants [CH2:1]([C:3]1[C:7]2[CH:8]=[CH:9][CH:10]=[CH:11][C:6]=2[O:5][C:4]=1[CH2:12][NH:13][CH3:14])[CH3:2].[O:15]=[C:16]1[CH2:21][O:20][C:19]2[CH:22]=[C:23](/[CH:26]=[CH:27]/[C:28]([OH:30])=O)[CH:24]=[N:25][C:18]=2[NH:17]1.ON1C2C=CC=CC=2N=N1.C(N(C(C)C)CC)(C)C, predict the reaction product. The product is: [CH2:1]([C:3]1[C:7]2[CH:8]=[CH:9][CH:10]=[CH:11][C:6]=2[O:5][C:4]=1[CH2:12][N:13]([CH3:14])[C:28](=[O:30])/[CH:27]=[CH:26]/[C:23]1[CH:24]=[N:25][C:18]2[NH:17][C:16](=[O:15])[CH2:21][O:20][C:19]=2[CH:22]=1)[CH3:2]. (2) Given the reactants C(N(CC)CC)C.[C:8]1([N:14]=[C:15]=[O:16])[CH:13]=[CH:12][CH:11]=[CH:10][CH:9]=1.[NH2:17][O:18][CH2:19][CH2:20][CH2:21][CH2:22][N:23]1[C:35]2[C:34]3[CH:33]=[CH:32][CH:31]=[CH:30][C:29]=3[N:28]=[C:27]([NH2:36])[C:26]=2[N:25]=[C:24]1[CH2:37][CH2:38][CH2:39][CH3:40], predict the reaction product. The product is: [NH2:36][C:27]1[C:26]2[N:25]=[C:24]([CH2:37][CH2:38][CH2:39][CH3:40])[N:23]([CH2:22][CH2:21][CH2:20][CH2:19][O:18][NH:17][C:15]([NH:14][C:8]3[CH:13]=[CH:12][CH:11]=[CH:10][CH:9]=3)=[O:16])[C:35]=2[C:34]2[CH:33]=[CH:32][CH:31]=[CH:30][C:29]=2[N:28]=1. (3) Given the reactants [C:1]([C:5]1[CH:6]=[C:7]2[C:12](=[CH:13][CH:14]=1)[C:11](=[O:15])[N:10]([C:16]1[CH:26]=[CH:25][CH:24]=[C:23]([C:27]3[CH:32]=[C:31]([NH:33][C:34]4[CH:39]=[CH:38][C:37]([O:40][C:41]([CH3:49])([CH3:48])[CH2:42][NH:43][CH2:44][CH2:45][CH2:46][OH:47])=[CH:36][N:35]=4)[C:30](=[O:50])[N:29]([CH3:51])[N:28]=3)[C:17]=1[CH2:18][O:19]C(=O)C)[N:9]=[CH:8]2)([CH3:4])([CH3:3])[CH3:2].C([O-])([O-])=O.[K+].[K+].CO.O, predict the reaction product. The product is: [C:1]([C:5]1[CH:6]=[C:7]2[C:12](=[CH:13][CH:14]=1)[C:11](=[O:15])[N:10]([C:16]1[CH:26]=[CH:25][CH:24]=[C:23]([C:27]3[CH:32]=[C:31]([NH:33][C:34]4[CH:39]=[CH:38][C:37]([O:40][C:41]([CH3:48])([CH3:49])[CH2:42][NH:43][CH2:44][CH2:45][CH2:46][OH:47])=[CH:36][N:35]=4)[C:30](=[O:50])[N:29]([CH3:51])[N:28]=3)[C:17]=1[CH2:18][OH:19])[N:9]=[CH:8]2)([CH3:2])([CH3:3])[CH3:4]. (4) The product is: [CH2:1]([O:3][C:4]([C:6]1[C:7]2[C:15]([CH3:16])=[N:14][NH:13][C:8]=2[N:9]=[C:10]([Cl:19])[CH:11]=1)=[O:5])[CH3:2]. Given the reactants [CH2:1]([O:3][C:4]([C:6]1[C:7]2[C:15]([CH3:16])=[N:14][NH:13][C:8]=2[N:9]=[C:10](O)[CH:11]=1)=[O:5])[CH3:2].P(Cl)(Cl)([Cl:19])=O.N12CCCN=C1CCCCC2.C([O-])(=O)C.[K+], predict the reaction product. (5) Given the reactants [C:1]1([C:7]2[NH:11][CH:10]=[C:9]([CH:12]=[O:13])[CH:8]=2)[CH:6]=[CH:5][CH:4]=[CH:3][CH:2]=1.[H-].[Na+].C1OCCOCCOCCOCCOC1.Cl.[N:32]1[CH:37]=[CH:36][CH:35]=[C:34]([S:38](Cl)(=[O:40])=[O:39])[CH:33]=1, predict the reaction product. The product is: [C:1]1([C:7]2[N:11]([S:38]([C:34]3[CH:33]=[N:32][CH:37]=[CH:36][CH:35]=3)(=[O:40])=[O:39])[CH:10]=[C:9]([CH:12]=[O:13])[CH:8]=2)[CH:6]=[CH:5][CH:4]=[CH:3][CH:2]=1.